From a dataset of Reaction yield outcomes from USPTO patents with 853,638 reactions. Predict the reaction yield, written as a fraction of the theoretical maximum amount of product (1.0 means a 100% yield; for example, 0.34 means a 34% yield). (1) No catalyst specified. The yield is 0.390. The reactants are [Cl-].C[NH2+]C[CH2:5][CH2:6][C:7]([NH:9][CH2:10][CH2:11][F:12])=[O:8].[CH3:13][N:14]1[C:26]2[CH2:25][CH2:24][CH:23]([CH:27]3[CH2:32][CH2:31][O:30][CH2:29][CH2:28]3)[CH2:22][C:21]=2[C:20]2[C:15]1=[CH:16][CH:17]=[C:18](C(O)=O)[CH:19]=2.CCN(C(C)C)C(C)C.CN(C(ON1N=NC2C=CC=NC1=2)=[N+](C)C)C.F[P-](F)(F)(F)(F)F.[CH3:69][N:70]([CH:72]=[O:73])[CH3:71]. The product is [F:12][CH2:11][CH2:10][NH:9][C:7](=[O:8])[CH2:6][CH2:5][CH2:69][N:70]([CH3:71])[C:72]([C:18]1[CH:19]=[C:20]2[C:15](=[CH:16][CH:17]=1)[N:14]([CH3:13])[C:26]1[CH2:25][CH2:24][CH:23]([CH:27]3[CH2:32][CH2:31][O:30][CH2:29][CH2:28]3)[CH2:22][C:21]2=1)=[O:73]. (2) The reactants are Cl[C:2]1[CH:3]=[C:4]([CH:30]=[CH:31][N:32]=1)[C:5]([N:7]1[CH2:12][CH2:11][C:10]2([CH2:17][CH2:16][N:15]([CH2:18][C:19]3[C:27]4[O:26][C:25]([CH3:29])([CH3:28])[CH2:24][C:23]=4[CH:22]=[CH:21][CH:20]=3)[CH2:14][CH2:13]2)[CH2:9][CH2:8]1)=[O:6].[NH:33]1[CH2:37][CH2:36][CH:35]([OH:38])[CH2:34]1. The catalyst is CN1C(=O)CCC1.CC#N.O. The product is [CH3:29][C:25]1([CH3:28])[CH2:24][C:23]2[CH:22]=[CH:21][CH:20]=[C:19]([CH2:18][N:15]3[CH2:16][CH2:17][C:10]4([CH2:11][CH2:12][N:7]([C:5]([C:4]5[CH:30]=[CH:31][N:32]=[C:2]([N:33]6[CH2:37][CH2:36][CH:35]([OH:38])[CH2:34]6)[CH:3]=5)=[O:6])[CH2:8][CH2:9]4)[CH2:13][CH2:14]3)[C:27]=2[O:26]1. The yield is 0.370.